Dataset: Catalyst prediction with 721,799 reactions and 888 catalyst types from USPTO. Task: Predict which catalyst facilitates the given reaction. (1) Reactant: [F:1][C:2]1[CH:20]=[CH:19][C:5]([C:6]([NH:8][C:9]2[C:10]([C:15](OC)=[O:16])=[N:11][CH:12]=[CH:13][N:14]=2)=[O:7])=[CH:4][CH:3]=1.[NH2:21][NH2:22]. Product: [F:1][C:2]1[CH:20]=[CH:19][C:5]([C:6]([NH:8][C:9]2[C:10]([C:15]([NH:21][NH2:22])=[O:16])=[N:11][CH:12]=[CH:13][N:14]=2)=[O:7])=[CH:4][CH:3]=1. The catalyst class is: 8. (2) Reactant: [N:1]1([C:7]([O:9][C:10]([CH3:13])([CH3:12])[CH3:11])=[O:8])[CH2:6][CH2:5][NH:4][CH2:3][CH2:2]1.[CH2:14]([CH:16]1[O:18][CH2:17]1)Br.C(=O)([O-])[O-].[K+].[K+]. Product: [O:18]1[CH2:17][CH:16]1[CH2:14][N:4]1[CH2:5][CH2:6][N:1]([C:7]([O:9][C:10]([CH3:13])([CH3:12])[CH3:11])=[O:8])[CH2:2][CH2:3]1. The catalyst class is: 10. (3) Reactant: [F:1][C:2]1[CH:3]=[C:4]([NH:12][C:13](=[O:15])[O-])[CH:5]=[CH:6][C:7]=1[C:8]([F:11])([F:10])[F:9].[CH3:16][O:17][C:18]1[CH:19]=[C:20]2[C:25](=[CH:26][C:27]=1[O:28][CH2:29][CH2:30][O:31][CH3:32])[N:24]=[CH:23][N:22]=[C:21]2[S:33][C:34]1[CH:35]=[C:36]([CH:38]=[CH:39][CH:40]=1)[NH2:37].C(N(C(C)C)CC)(C)C. Product: [F:1][C:2]1[CH:3]=[C:4]([NH:12][C:13]([NH:37][C:36]2[CH:38]=[CH:39][CH:40]=[C:34]([S:33][C:21]3[C:20]4[C:25](=[CH:26][C:27]([O:28][CH2:29][CH2:30][O:31][CH3:32])=[C:18]([O:17][CH3:16])[CH:19]=4)[N:24]=[CH:23][N:22]=3)[CH:35]=2)=[O:15])[CH:5]=[CH:6][C:7]=1[C:8]([F:9])([F:10])[F:11]. The catalyst class is: 142. (4) Reactant: [Cl-].[N+:2]([C:5]1[CH:10]=[CH:9][C:8]([CH2:11]C(O)=O)=[CH:7][CH:6]=1)([O-:4])=[O:3].[N-:15]=[N+]=[N-].[Na+].C[C:20](C)=[O:21]. Product: [N+:2]([C:5]1[CH:6]=[CH:7][C:8]([CH2:11][N:15]=[C:20]=[O:21])=[CH:9][CH:10]=1)([O-:4])=[O:3]. The catalyst class is: 22. (5) Reactant: C1C=CC(C2C=CC=CC=2)=CC=1.C1C=C[C:16]([O:19]C2C=CC=CC=2)=CC=1.[F:26][C:27]1[C:28](OC)=[C:29]2[C:34](=[CH:35][CH:36]=1)[NH:33][CH:32]=[CH:31][C:30]2=[O:37]. Product: [F:26][C:27]1[CH:28]=[C:29]2[C:34](=[CH:35][C:36]=1[O:19][CH3:16])[NH:33][CH:32]=[CH:31][C:30]2=[O:37]. The catalyst class is: 81. (6) Reactant: [CH:1]1([C:7]2[CH:40]=[CH:39][C:10]([CH2:11][N:12]([C:28]3[CH:29]=[CH:30][C:31]([OH:38])=[C:32]([CH:37]=3)[C:33]([O:35]C)=[O:34])[C:13](=[O:27])[C:14]3[CH:19]=[CH:18][C:17]([O:20][C:21]4[CH:26]=[CH:25][CH:24]=[CH:23][CH:22]=4)=[CH:16][CH:15]=3)=[CH:9][CH:8]=2)[CH2:6][CH2:5][CH2:4][CH2:3][CH2:2]1. Product: [CH:1]1([C:7]2[CH:40]=[CH:39][C:10]([CH2:11][N:12]([C:28]3[CH:29]=[CH:30][C:31]([OH:38])=[C:32]([CH:37]=3)[C:33]([OH:35])=[O:34])[C:13](=[O:27])[C:14]3[CH:19]=[CH:18][C:17]([O:20][C:21]4[CH:26]=[CH:25][CH:24]=[CH:23][CH:22]=4)=[CH:16][CH:15]=3)=[CH:9][CH:8]=2)[CH2:6][CH2:5][CH2:4][CH2:3][CH2:2]1. The catalyst class is: 464.